From a dataset of Forward reaction prediction with 1.9M reactions from USPTO patents (1976-2016). Predict the product of the given reaction. (1) Given the reactants Cl.[S:2]1[C:6]([NH2:7])=[N:5][CH:4]=[N:3]1.[O:8]=[C:9]1[CH2:14][N:13]([C:15](=[O:20])[C:16]([F:19])([F:18])[F:17])[CH2:12][CH2:11][N:10]1[C:21]1[CH:26]=[CH:25][C:24]([S:27](Cl)(=[O:29])=[O:28])=[CH:23][CH:22]=1, predict the reaction product. The product is: [O:8]=[C:9]1[CH2:14][N:13]([C:15](=[O:20])[C:16]([F:18])([F:17])[F:19])[CH2:12][CH2:11][N:10]1[C:21]1[CH:22]=[CH:23][C:24]([S:27]([NH:7][C:6]2[S:2][N:3]=[CH:4][N:5]=2)(=[O:29])=[O:28])=[CH:25][CH:26]=1. (2) The product is: [F:34][C:35]([F:40])([F:39])[C:36]([OH:38])=[O:37].[C:6]([CH2:8][CH2:9][N:10]1[CH2:11][CH2:12][N:13]([C:16]2[CH:21]=[C:20]([C:22]3[CH:27]=[CH:26][CH:25]=[C:24]([C:28]([F:30])([F:29])[F:31])[CH:23]=3)[N:19]=[C:18]([C:32]#[N:33])[N:17]=2)[CH2:14][CH2:15]1)([OH:7])=[O:5]. Given the reactants C([O:5][C:6]([CH2:8][CH2:9][N:10]1[CH2:15][CH2:14][N:13]([C:16]2[CH:21]=[C:20]([C:22]3[CH:27]=[CH:26][CH:25]=[C:24]([C:28]([F:31])([F:30])[F:29])[CH:23]=3)[N:19]=[C:18]([C:32]#[N:33])[N:17]=2)[CH2:12][CH2:11]1)=[O:7])(C)(C)C.[F:34][C:35]([F:40])([F:39])[C:36]([OH:38])=[O:37], predict the reaction product. (3) Given the reactants [F:1][C:2]1[CH:8]=[CH:7][CH:6]=[C:5]([Cl:9])[C:3]=1[NH2:4].C(=O)(O)[O-].[Na+].[I:15]I, predict the reaction product. The product is: [F:1][C:2]1[CH:8]=[C:7]([I:15])[CH:6]=[C:5]([Cl:9])[C:3]=1[NH2:4]. (4) Given the reactants [NH2:1][C:2]1[CH:7]=[CH:6][C:5]([S:8][CH2:9][C:10]2[CH:15]=[CH:14][CH:13]=[CH:12][CH:11]=2)=[CH:4][C:3]=1/[CH:16]=[CH:17]/[C:18]([O:20][CH2:21][CH3:22])=[O:19].[Br:23][C:24]1[CH:31]=[C:30]([O:32][CH3:33])[C:29](I)=[CH:28][C:25]=1[C:26]#[N:27].C(=O)([O-])[O-].[Cs+].[Cs+], predict the reaction product. The product is: [CH2:9]([S:8][C:5]1[CH:6]=[CH:7][C:2]([NH:1][C:29]2[CH:28]=[C:25]([C:26]#[N:27])[C:24]([Br:23])=[CH:31][C:30]=2[O:32][CH3:33])=[C:3](/[CH:16]=[CH:17]/[C:18]([O:20][CH2:21][CH3:22])=[O:19])[CH:4]=1)[C:10]1[CH:15]=[CH:14][CH:13]=[CH:12][CH:11]=1. (5) Given the reactants [CH3:1][O:2][C:3]1[CH:4]=[C:5]([NH:11][C:12]2[C:13]([NH:22][S:23]([C:26]3[CH:27]=[N:28][CH:29]=[CH:30][CH:31]=3)(=[O:25])=[O:24])=[N:14][C:15]3[C:20]([N:21]=2)=[CH:19][CH:18]=[CH:17][CH:16]=3)[CH:6]=[C:7]([O:9][CH3:10])[CH:8]=1.[OH-:32].[Na+].Cl, predict the reaction product. The product is: [CH3:10][O:9][C:7]1[CH:6]=[C:5]([NH:11][C:12]2[C:13]([NH:22][S:23]([C:26]3[CH:31]=[CH:30][C:29](=[O:32])[NH:28][CH:27]=3)(=[O:24])=[O:25])=[N:14][C:15]3[C:20]([N:21]=2)=[CH:19][CH:18]=[CH:17][CH:16]=3)[CH:4]=[C:3]([O:2][CH3:1])[CH:8]=1.